This data is from Forward reaction prediction with 1.9M reactions from USPTO patents (1976-2016). The task is: Predict the product of the given reaction. Given the reactants CCN(C(C)C)C(C)C.FC(F)(F)C(O)=O.[NH2:17][C@H:18]1[C@H:24]([CH3:25])[O:23][C:22]2[CH:26]=[CH:27][C:28]([C:30]([F:33])([F:32])[F:31])=[CH:29][C:21]=2[NH:20][C:19]1=[O:34].[C:35]([O:39][C:40]([N:42]([CH3:48])[C@@H:43]([CH3:47])[C:44](O)=[O:45])=[O:41])([CH3:38])([CH3:37])[CH3:36], predict the reaction product. The product is: [C:35]([O:39][C:40](=[O:41])[N:42]([CH3:48])[C@H:43]([C:44](=[O:45])[NH:17][C@@H:18]1[C:19](=[O:34])[NH:20][C:21]2[CH:29]=[C:28]([C:30]([F:31])([F:33])[F:32])[CH:27]=[CH:26][C:22]=2[O:23][C@H:24]1[CH3:25])[CH3:47])([CH3:36])([CH3:38])[CH3:37].